Dataset: Experimentally validated miRNA-target interactions with 360,000+ pairs, plus equal number of negative samples. Task: Binary Classification. Given a miRNA mature sequence and a target amino acid sequence, predict their likelihood of interaction. (1) The miRNA is hsa-miR-1266-3p with sequence CCCUGUUCUAUGCCCUGAGGGA. The protein sequence of the target gene is MERAGPNSVRSQQQRDPDWVEAWLDDHRDFTFSYFIRKATRDMVNAWFSERVHNIPVCKEGIRAHTESCSCSLQQSPHADNTTPGAPARKISASEFDRPLRPIVVKDSEGTVSFLSDSGKKEQMPLTPPRFDSDEGDQCSRLLELVKDISSHLDVTALCHKIFLHIHGLISADRYSLFLVCEDSSKDKFLISRLFDVAEGSTLEEASNNCIRLEWNKGIVGHVAAFGEPLNIKDAYEDPRFNAEVDQITGYKTQSILCMPIKNHREEVVGVAQAINKKSGNGGTFTEKDEKDFAAYLAFC.... Result: 0 (no interaction). (2) The miRNA is hsa-miR-7152-5p with sequence UUUCCUGUCCUCCAACCAGACC. The protein sequence of the target gene is MEGVGAVRFWLVVCGCLAFPPRAESVCPERCDCQHPQHLLCTNRGLRAVPKTSSLPSPQDVLTYSLGGNFITNITAFDFHRLGQLRRLDLQYNQIRSLHPKTFEKLSRLEELYLGNNLLQALVPGTLAPLRKLRILYANGNEIGRLSRGSFEGLESLVKLRLDGNVLGALPDAVFAPLGNLLYLHLESNRIRFLGKNAFSQLGKLRFLNLSANELQPSLRHAATFVPLRSLSTLILSANSLQHLGPRVFQHLPRLGLLSLSGNQLTHLAPEAFWGLEALRELRLEGNRLNQLPLTLLEPL.... Result: 0 (no interaction). (3) The miRNA is dme-miR-279-3p with sequence UGACUAGAUCCACACUCAUUAA. The protein sequence of the target gene is MSERKVLNKYYPPDFDPSKIPKLKLPKDRQYVVRLMAPFNMRCKTCGEYIYKGKKFNARKETVQNEVYLGLPIFRFYIKCTRCLAEITFKTDPENTDYTMEHGATRNFQAEKLLEEEEKRVQKEREDEELNNPMKVLENRTKDSKLEMEVLENLQELKDLNQRQAHVDFEAMLRQHRLSEEERRRQQQEEDEQETAALLEEARKRRLLEDSDSEDEAAPSPLQPALRPNPTAILDEAPKPKRKVEVWEQSVGSLGSRPPLSRLVVVKKAKADPDCSNGQPQAAPTPGAPQNRKEANPTPL.... Result: 0 (no interaction).